From a dataset of Catalyst prediction with 721,799 reactions and 888 catalyst types from USPTO. Predict which catalyst facilitates the given reaction. (1) Reactant: [F:1][CH:2]([F:9])[CH:3]1[CH2:8][NH:7][CH2:6][CH2:5][NH:4]1.Br[CH2:11][CH2:12][C:13]1[CH:18]=[CH:17][C:16]([N+:19]([O-:21])=[O:20])=[CH:15][CH:14]=1.C([O-])([O-])=O.[K+].[K+]. Product: [F:1][CH:2]([F:9])[CH:3]1[CH2:8][N:7]([CH2:11][CH2:12][C:13]2[CH:18]=[CH:17][C:16]([N+:19]([O-:21])=[O:20])=[CH:15][CH:14]=2)[CH2:6][CH2:5][N:4]1[CH2:11][CH2:12][C:13]1[CH:14]=[CH:15][C:16]([N+:19]([O-:21])=[O:20])=[CH:17][CH:18]=1. The catalyst class is: 639. (2) Reactant: COC1C=C2C(=CC=1)C(=O)C(C)C2.[CH3:14][O:15][C:16]1[CH:27]=[CH:26][C:19]([CH2:20][CH:21]([CH3:25])[C:22]([OH:24])=O)=[CH:18][CH:17]=1. Product: [CH3:14][O:15][C:16]1[CH:17]=[C:18]2[C:19]([CH2:20][CH:21]([CH3:25])[C:22]2=[O:24])=[CH:26][CH:27]=1. The catalyst class is: 635. (3) Reactant: [Cl:1][C:2]1[CH:7]=[CH:6][C:5]([C:8]2[C:17](=[O:18])[C:16]3[C:11](=[C:12](F)[C:13]([NH:19][CH2:20][CH2:21][OH:22])=[CH:14][CH:15]=3)[O:10][C:9]=2[CH:24]([CH3:26])[CH3:25])=[CH:4][CH:3]=1.[H-].[Na+]. Product: [Cl:1][C:2]1[CH:7]=[CH:6][C:5]([C:8]2[C:17](=[O:18])[C:16]3[C:11](=[C:12]4[C:13](=[CH:14][CH:15]=3)[NH:19][CH2:20][CH2:21][O:22]4)[O:10][C:9]=2[CH:24]([CH3:26])[CH3:25])=[CH:4][CH:3]=1. The catalyst class is: 42. (4) Reactant: CN([CH2:4][C:5]1[C:9]2[CH:10]=[C:11]([F:14])[CH:12]=[CH:13][C:8]=2[NH:7][CH:6]=1)C.[N:15]1[CH:20]=[CH:19][CH:18]=[C:17]([CH:21]=O)[CH:16]=1.P(CCCC)(CCCC)CCCC. Product: [F:14][C:11]1[CH:10]=[C:9]2[C:8](=[CH:13][CH:12]=1)[NH:7][CH:6]=[C:5]2[CH:4]=[CH:21][C:17]1[CH:16]=[N:15][CH:20]=[CH:19][CH:18]=1. The catalyst class is: 23. (5) Reactant: [F:1][C:2]1[CH:3]=[C:4]([C@:8]([C@@H:16]2[CH2:21][CH2:20][CH2:19][N:18]([C:22]([NH:24][CH:25]([CH2:38][C:39]3([OH:45])[CH2:44][CH2:43][CH2:42][CH2:41][CH2:40]3)[CH2:26][N:27](C)[C:28](OCC[Si](C)(C)C)=O)=[O:23])[CH2:17]2)([OH:15])[CH2:9][CH2:10][CH2:11][CH2:12][O:13][CH3:14])[CH:5]=[CH:6][CH:7]=1.[N+](CC)(CC)(CC)CC.[F-]. Product: [F:1][C:2]1[CH:3]=[C:4]([C@:8]([C@@H:16]2[CH2:21][CH2:20][CH2:19][N:18]([C:22]([NH:24][CH:25]([CH2:38][C:39]3([OH:45])[CH2:40][CH2:41][CH2:42][CH2:43][CH2:44]3)[CH2:26][NH:27][CH3:28])=[O:23])[CH2:17]2)([OH:15])[CH2:9][CH2:10][CH2:11][CH2:12][O:13][CH3:14])[CH:5]=[CH:6][CH:7]=1. The catalyst class is: 1. (6) Reactant: [Cl:1][C:2]1[CH:3]=[C:4]([NH:11][S:12]([C:15]2[CH:20]=[CH:19][C:18]([Cl:21])=[C:17]([C:22]([F:25])([F:24])[F:23])[CH:16]=2)(=[O:14])=[O:13])[C:5]([C:8]([OH:10])=O)=[N:6][CH:7]=1.[Cl:26][C:27]1[CH:28]=[CH:29][C:30]2[O:35][CH2:34][CH2:33][NH:32][C:31]=2[CH:36]=1.C(P1(=O)OP(CCC)(=O)OP(CCC)(=O)O1)CC. Product: [Cl:21][C:18]1[CH:19]=[CH:20][C:15]([S:12]([NH:11][C:4]2[C:5]([C:8]([N:32]3[C:31]4[CH:36]=[C:27]([Cl:26])[CH:28]=[CH:29][C:30]=4[O:35][CH2:34][CH2:33]3)=[O:10])=[N:6][CH:7]=[C:2]([Cl:1])[CH:3]=2)(=[O:14])=[O:13])=[CH:16][C:17]=1[C:22]([F:24])([F:25])[F:23]. The catalyst class is: 424.